Dataset: NCI-60 drug combinations with 297,098 pairs across 59 cell lines. Task: Regression. Given two drug SMILES strings and cell line genomic features, predict the synergy score measuring deviation from expected non-interaction effect. (1) Drug 1: CCC1(CC2CC(C3=C(CCN(C2)C1)C4=CC=CC=C4N3)(C5=C(C=C6C(=C5)C78CCN9C7C(C=CC9)(C(C(C8N6C=O)(C(=O)OC)O)OC(=O)C)CC)OC)C(=O)OC)O.OS(=O)(=O)O. Drug 2: C1=CC=C(C=C1)NC(=O)CCCCCCC(=O)NO. Cell line: NCI-H460. Synergy scores: CSS=12.9, Synergy_ZIP=-1.12, Synergy_Bliss=5.30, Synergy_Loewe=2.81, Synergy_HSA=3.41. (2) Drug 2: CC1=C(C(=O)C2=C(C1=O)N3CC4C(C3(C2COC(=O)N)OC)N4)N. Synergy scores: CSS=18.8, Synergy_ZIP=-5.51, Synergy_Bliss=1.18, Synergy_Loewe=-26.6, Synergy_HSA=0.0979. Drug 1: CN1C(=O)N2C=NC(=C2N=N1)C(=O)N. Cell line: HT29. (3) Drug 1: C#CCC(CC1=CN=C2C(=N1)C(=NC(=N2)N)N)C3=CC=C(C=C3)C(=O)NC(CCC(=O)O)C(=O)O. Drug 2: CN(CC1=CN=C2C(=N1)C(=NC(=N2)N)N)C3=CC=C(C=C3)C(=O)NC(CCC(=O)O)C(=O)O. Cell line: NCI-H322M. Synergy scores: CSS=38.3, Synergy_ZIP=1.20, Synergy_Bliss=2.10, Synergy_Loewe=0.663, Synergy_HSA=0.451. (4) Cell line: SK-MEL-5. Synergy scores: CSS=22.9, Synergy_ZIP=-3.03, Synergy_Bliss=-7.93, Synergy_Loewe=-6.80, Synergy_HSA=-7.78. Drug 2: C#CCC(CC1=CN=C2C(=N1)C(=NC(=N2)N)N)C3=CC=C(C=C3)C(=O)NC(CCC(=O)O)C(=O)O. Drug 1: CC1C(C(CC(O1)OC2CC(OC(C2O)C)OC3=CC4=CC5=C(C(=O)C(C(C5)C(C(=O)C(C(C)O)O)OC)OC6CC(C(C(O6)C)O)OC7CC(C(C(O7)C)O)OC8CC(C(C(O8)C)O)(C)O)C(=C4C(=C3C)O)O)O)O. (5) Drug 1: CC12CCC(CC1=CCC3C2CCC4(C3CC=C4C5=CN=CC=C5)C)O. Drug 2: CN(C)C1=NC(=NC(=N1)N(C)C)N(C)C. Cell line: 786-0. Synergy scores: CSS=3.49, Synergy_ZIP=-0.611, Synergy_Bliss=1.82, Synergy_Loewe=-8.75, Synergy_HSA=-0.981.